Dataset: Reaction yield outcomes from USPTO patents with 853,638 reactions. Task: Predict the reaction yield, written as a fraction of the theoretical maximum amount of product (1.0 means a 100% yield; for example, 0.34 means a 34% yield). The product is [CH3:1][O:2][C:3]([C:5]1[C:6]([CH2:18][CH2:19][CH2:20][O:21][CH3:22])=[N:7][C:8]([N:12]2[CH2:17][CH2:16][O:15][CH2:14][CH2:13]2)=[CH:9][C:10]=1[CH3:11])=[O:4]. The reactants are [CH3:1][O:2][C:3]([C:5]1[C:6]([C:18]#[C:19][CH2:20][O:21][CH3:22])=[N:7][C:8]([N:12]2[CH2:17][CH2:16][O:15][CH2:14][CH2:13]2)=[CH:9][C:10]=1[CH3:11])=[O:4]. The yield is 0.950. The catalyst is CO.[Pd].